Dataset: Forward reaction prediction with 1.9M reactions from USPTO patents (1976-2016). Task: Predict the product of the given reaction. (1) Given the reactants [Br:1][C:2]1[CH:7]=[CH:6][C:5]([C:8](=[O:13])[C:9]([F:12])([F:11])[F:10])=[CH:4][CH:3]=1.Cl[CH2:15][CH2:16][OH:17].CC(C)([O-])C.[K+].[Cl-].[NH4+], predict the reaction product. The product is: [Br:1][C:2]1[CH:7]=[CH:6][C:5]([C:8]2([C:9]([F:11])([F:12])[F:10])[O:17][CH2:16][CH2:15][O:13]2)=[CH:4][CH:3]=1. (2) Given the reactants [CH3:1][S:2]([C:5]1[CH:10]=[CH:9][C:8]([CH:11]2[CH2:16][N:15]([C:17]([N:19]3[CH2:24][CH2:23][O:22][CH2:21][CH2:20]3)=[O:18])[CH2:14][CH:13]([C:25](O)=[O:26])[CH2:12]2)=[CH:7][CH:6]=1)(=[O:4])=[O:3].O[N:29]=[C:30]([C:32]1[CH:37]=[CH:36][CH:35]=[C:34]([C:38]([F:41])([F:40])[F:39])[CH:33]=1)[NH2:31], predict the reaction product. The product is: [CH3:1][S:2]([C:5]1[CH:10]=[CH:9][C:8]([CH:11]2[CH2:12][CH:13]([C:25]3[O:26][N:31]=[C:30]([C:32]4[CH:37]=[CH:36][CH:35]=[C:34]([C:38]([F:39])([F:40])[F:41])[CH:33]=4)[N:29]=3)[CH2:14][N:15]([C:17]([N:19]3[CH2:24][CH2:23][O:22][CH2:21][CH2:20]3)=[O:18])[CH2:16]2)=[CH:7][CH:6]=1)(=[O:3])=[O:4].